Task: Predict the reactants needed to synthesize the given product.. Dataset: Full USPTO retrosynthesis dataset with 1.9M reactions from patents (1976-2016) (1) Given the product [N+:13]([C:16]1[CH:17]=[C:18]([C:19]2[O:20][C:1]([OH:2])=[N:22][N:21]=2)[CH:23]=[CH:24][CH:25]=1)([O-:15])=[O:14], predict the reactants needed to synthesize it. The reactants are: [C:1](N1C=CN=C1)(N1C=CN=C1)=[O:2].[N+:13]([C:16]1[CH:17]=[C:18]([CH:23]=[CH:24][CH:25]=1)[C:19]([NH:21][NH2:22])=[O:20])([O-:15])=[O:14].C(N(CC)CC)C. (2) Given the product [S:1]1[C:5]2[CH:6]=[CH:7][CH:8]=[CH:9][C:4]=2[N:3]=[C:2]1[N:10]1[C:14](=[O:15])[C:13](=[CH:25][N:26]([CH3:28])[CH3:27])[C:12]([C:16]2[CH:21]=[CH:20][CH:19]=[C:18]([F:22])[CH:17]=2)=[N:11]1, predict the reactants needed to synthesize it. The reactants are: [S:1]1[C:5]2[CH:6]=[CH:7][CH:8]=[CH:9][C:4]=2[N:3]=[C:2]1[N:10]1[C:14](=[O:15])[CH:13]=[C:12]([C:16]2[CH:21]=[CH:20][CH:19]=[C:18]([F:22])[CH:17]=2)[NH:11]1.CO[CH:25](OC)[N:26]([CH3:28])[CH3:27].C(OCC)C. (3) Given the product [Cl:1][C:2]1[CH:3]=[C:4]([CH:14]=[C:15]([Cl:18])[C:16]=1[Cl:17])[CH2:5][N:6]1[CH:10]=[C:9]([C:11]2[N:19]=[C:20]3[CH:25]=[C:24]([CH2:26][OH:27])[CH:23]=[CH:22][N:21]3[CH:12]=2)[N:8]=[N:7]1, predict the reactants needed to synthesize it. The reactants are: [Cl:1][C:2]1[CH:3]=[C:4]([CH:14]=[C:15]([Cl:18])[C:16]=1[Cl:17])[CH2:5][N:6]1[CH:10]=[C:9]([C:11](=O)[CH3:12])[N:8]=[N:7]1.[NH2:19][C:20]1[CH:25]=[C:24]([CH2:26][OH:27])[CH:23]=[CH:22][N:21]=1. (4) Given the product [Cl:2][C:3]1[CH:4]=[CH:5][C:6]([O:9][C:10]2[CH:11]=[CH:12][C:13]([O:14][CH2:15][C@H:16]3[CH2:20][CH2:19][CH2:18][N:17]3[CH2:21][CH2:22][CH2:23][C:24]([NH:70][C@@H:68]([C:62]3[CH:67]=[CH:66][CH:65]=[CH:64][CH:63]=3)[CH3:69])=[O:25])=[CH:27][CH:28]=2)=[CH:7][CH:8]=1, predict the reactants needed to synthesize it. The reactants are: Cl.[Cl:2][C:3]1[CH:8]=[CH:7][C:6]([O:9][C:10]2[CH:28]=[CH:27][C:13]([O:14][CH2:15][C@H:16]3[CH2:20][CH2:19][CH2:18][N:17]3[CH2:21][CH2:22][CH2:23][C:24](O)=[O:25])=[CH:12][CH:11]=2)=[CH:5][CH:4]=1.C1CN([P+](Br)(N2CCCC2)N2CCCC2)CC1.F[P-](F)(F)(F)(F)F.CCN(C(C)C)C(C)C.[C:62]1([C@H:68]([NH2:70])[CH3:69])[CH:67]=[CH:66][CH:65]=[CH:64][CH:63]=1. (5) The reactants are: [C:1]([C:4]1[CH:12]=[CH:11][C:7]([C:8](O)=[O:9])=[CH:6][CH:5]=1)(=[O:3])[CH3:2].O.[NH2:14][C:15]1[NH:19][N:18]=[N:17][N:16]=1.Cl.C(N=C=NCCCN(C)C)C. Given the product [C:1]([C:4]1[CH:12]=[CH:11][C:7]([C:8]([NH:14][C:15]2[N:16]=[N:17][NH:18][N:19]=2)=[O:9])=[CH:6][CH:5]=1)(=[O:3])[CH3:2], predict the reactants needed to synthesize it.